Dataset: Experimentally validated miRNA-target interactions with 360,000+ pairs, plus equal number of negative samples. Task: Binary Classification. Given a miRNA mature sequence and a target amino acid sequence, predict their likelihood of interaction. (1) The miRNA is hsa-miR-423-3p with sequence AGCUCGGUCUGAGGCCCCUCAGU. The protein sequence of the target gene is MVPAAGALLWVLLLNLGPRAAGAQGLTQTPTEMQRVSLRFGGPMTRSYRSTARTGLPRKTRIILEDENDAMADADRLAGPAAAELLAATVSTGFSRSSAINEEDGSSEEGVVINAGKDSTSRELPSATPNTAGSSSTRFIANSQEPEIRLTSSLPRSPGRSTEDLPGSQATLSQWSTPGSTPSRWPSPSPTAMPSPEDLRLVLMPWGPWHCHCKSGTMSRSRSGKLHGLSGRLRVGALSQLRTEHKPCTYQQCPCNRLREECPLDTSLCTDTNCASQSTTSTRTTTTPFPTIHLRSSPSL.... Result: 1 (interaction). (2) The miRNA is mmu-miR-3473b with sequence GGGCUGGAGAGAUGGCUCAG. The protein sequence of the target gene is MFPVAPKPQDSSQPSDRLMTEKQQEEAEWESINVLLMMHGLKPLSLVKRTDLKDLIIFDKQSSQRMRQNLKLLVEETSCQQNMIQELIETNQQLRNELQLEQSRAANQEQRANDLEQIMESVKSKIGELEDESLSRACHQQNKIKDLQKEQKTLQVKCQHYKKKRTEQEETIASLQMEVCRLKKEEEDRIVTQNRVFAYLCKRVPHTVLDRQLLCLIDYYESKIRKIHTQRQYKEDESQSEEENDYRNLDASPTYKGLLMSLQNQLKESKSKIDALSSEKLNLQKDLETRPTQHELRLYK.... Result: 0 (no interaction). (3) The miRNA is hsa-miR-4420 with sequence GUCACUGAUGUCUGUAGCUGAG. The protein sequence of the target gene is MANCSQEELDEEFEQFMKELSDDSFENSDKTARQSKKEMKKKDTVPWWITEDDFKDDGLLGTNVSYLKTKKTSQPVMEIEEESAEKIQFLKSSGTSLLSTDSLETNELVVSELNHSSLGVGLDTLEEQEEKEQFFARLEKGLTSSIDYSRLNKELDSNDSTHFKALHSNQANAELTDDEHENESKHEELAENYSDDFEDEYVGAPLTTKDEEMPSKENSKSEKISVPKQEEEKTGMLANVVLLDSLDSVAEVNLDEQDKITPKPRCLPEMTENEMTGTGVSYGQSSSDVEALHQAYCHIA.... Result: 0 (no interaction).